This data is from Reaction yield outcomes from USPTO patents with 853,638 reactions. The task is: Predict the reaction yield, written as a fraction of the theoretical maximum amount of product (1.0 means a 100% yield; for example, 0.34 means a 34% yield). (1) The reactants are Br[C:2]1[C:3]([C:23]2[CH:28]=[CH:27][C:26]([Cl:29])=[CH:25][CH:24]=2)=[CH:4][C:5]2[N:6]([C:8]([CH2:11][C:12]3[C:13]([CH3:22])=[N:14][C:15]([C:18]([F:21])([F:20])[F:19])=[CH:16][CH:17]=3)=[N:9][N:10]=2)[CH:7]=1.[CH3:30][C:31]1[CH:36]=[CH:35][CH:34]=[CH:33][C:32]=1B(O)O.C([O-])([O-])=O.[K+].[K+].ClC1C=CC(C2C(C3C=CC(Cl)=CC=3Cl)=CN3C(CC4C=NC(C(F)(F)F)=CC=4)=NN=C3C=2)=CC=1. The catalyst is O1CCOCC1.O.C1C=CC([P]([Pd]([P](C2C=CC=CC=2)(C2C=CC=CC=2)C2C=CC=CC=2)([P](C2C=CC=CC=2)(C2C=CC=CC=2)C2C=CC=CC=2)[P](C2C=CC=CC=2)(C2C=CC=CC=2)C2C=CC=CC=2)(C2C=CC=CC=2)C2C=CC=CC=2)=CC=1. The product is [Cl:29][C:26]1[CH:25]=[CH:24][C:23]([C:3]2[C:2]([C:32]3[CH:33]=[CH:34][CH:35]=[CH:36][C:31]=3[CH3:30])=[CH:7][N:6]3[C:8]([CH2:11][C:12]4[C:13]([CH3:22])=[N:14][C:15]([C:18]([F:21])([F:19])[F:20])=[CH:16][CH:17]=4)=[N:9][N:10]=[C:5]3[CH:4]=2)=[CH:28][CH:27]=1. The yield is 0.650. (2) The catalyst is ClCCl. The yield is 0.250. The product is [CH:8]1([C@H:14]([NH:22][C:23]([C:25]2[CH:30]=[CH:29][C:28]([C:31]3[CH:36]=[CH:35][CH:34]=[CH:33][CH:32]=3)=[CH:27][C:26]=2[NH:37][C:38]([NH:40][C:41]2[C:42]([Cl:48])=[CH:43][CH:44]=[CH:45][C:46]=2[Cl:47])=[O:39])=[O:24])[C:15]([OH:17])=[O:16])[CH2:13][CH2:12][CH2:11][CH2:10][CH2:9]1. The reactants are FC(F)(F)C(O)=O.[CH:8]1([C@H:14]([NH:22][C:23]([C:25]2[CH:30]=[CH:29][C:28]([C:31]3[CH:36]=[CH:35][CH:34]=[CH:33][CH:32]=3)=[CH:27][C:26]=2[NH:37][C:38]([NH:40][C:41]2[C:46]([Cl:47])=[CH:45][CH:44]=[CH:43][C:42]=2[Cl:48])=[O:39])=[O:24])[C:15]([O:17]C(C)(C)C)=[O:16])[CH2:13][CH2:12][CH2:11][CH2:10][CH2:9]1. (3) The reactants are [C:1]([C:3]1[CH:4]=[C:5]2[C:10](=[CH:11][C:12]=1F)[O:9][CH2:8][CH2:7][CH:6]2[C:14]([O:16][CH3:17])=[O:15])#[N:2].C([O-])([O-])=O.[K+].[K+].[Cl:24][C:25]1[CH:42]=[CH:41][C:28]([CH2:29][CH2:30][NH:31][C:32](=[O:40])[C:33]2[CH:38]=[CH:37][C:36]([OH:39])=[CH:35][CH:34]=2)=[CH:27][CH:26]=1. The catalyst is CN1CCCC1=O. The product is [Cl:24][C:25]1[CH:26]=[CH:27][C:28]([CH2:29][CH2:30][NH:31][C:32]([C:33]2[CH:38]=[CH:37][C:36]([O:39][C:12]3[CH:11]=[C:10]4[C:5]([CH:6]([C:14]([O:16][CH3:17])=[O:15])[CH2:7][CH2:8][O:9]4)=[CH:4][C:3]=3[C:1]#[N:2])=[CH:35][CH:34]=2)=[O:40])=[CH:41][CH:42]=1. The yield is 0.480. (4) The reactants are [NH2:1][C@H:2]1[CH2:7][C@H:6]2[C@H:4]([CH2:5]2)[C@H:3]1[N:8]1[C:16](=[O:17])[C:15]2[C:10](=[CH:11][CH:12]=[CH:13][CH:14]=2)[C:9]1=[O:18].[C:19](=O)([O:28][CH2:29][CH2:30][Si:31]([CH3:34])([CH3:33])[CH3:32])[O:20]N1C(=O)CCC1=O.C(N(CC)CC)C. The catalyst is O1CCOCC1.O.C(OCC)(=O)C. The product is [O:18]=[C:9]1[C:10]2[C:15](=[CH:14][CH:13]=[CH:12][CH:11]=2)[C:16](=[O:17])[N:8]1[C@H:3]1[C@@H:2]([NH:1][C:19](=[O:20])[O:28][CH2:29][CH2:30][Si:31]([CH3:34])([CH3:33])[CH3:32])[CH2:7][C@H:6]2[C@@H:4]1[CH2:5]2. The yield is 0.780. (5) The reactants are [CH3:1][C:2]1[CH:7]=[CH:6][C:5]([S:8]([N:11]2[C:15]([C:16]3[CH:21]=[CH:20][CH:19]=[CH:18][CH:17]=3)=[CH:14][C:13]([CH2:22][OH:23])=[CH:12]2)(=[O:10])=[O:9])=[CH:4][CH:3]=1.C[N+]1([O-])CCOCC1. The catalyst is C(#N)C.[Ru]([O-])(=O)(=O)=O.C([N+](CCC)(CCC)CCC)CC. The product is [CH3:1][C:2]1[CH:3]=[CH:4][C:5]([S:8]([N:11]2[C:15]([C:16]3[CH:21]=[CH:20][CH:19]=[CH:18][CH:17]=3)=[CH:14][C:13]([CH:22]=[O:23])=[CH:12]2)(=[O:10])=[O:9])=[CH:6][CH:7]=1. The yield is 0.820. (6) The reactants are [CH2:1]([C:3]1[C:8](=[O:9])[NH:7][C:6]([CH3:10])=[C:5]([C:11]2[S:15][C:14]([S:16](Cl)(=[O:18])=[O:17])=[CH:13][CH:12]=2)[CH:4]=1)[CH3:2].[F:20][C:21]1[CH:26]=[CH:25][C:24]([N:27]2[CH2:32][CH2:31][NH:30][CH2:29][CH2:28]2)=[CH:23][CH:22]=1. No catalyst specified. The product is [CH2:1]([C:3]1[C:8](=[O:9])[NH:7][C:6]([CH3:10])=[C:5]([C:11]2[S:15][C:14]([S:16]([N:30]3[CH2:29][CH2:28][N:27]([C:24]4[CH:23]=[CH:22][C:21]([F:20])=[CH:26][CH:25]=4)[CH2:32][CH2:31]3)(=[O:18])=[O:17])=[CH:13][CH:12]=2)[CH:4]=1)[CH3:2]. The yield is 0.990. (7) The reactants are [N+](C1C=CC(C([O:10][C@@H:11]2[CH2:28][N:14]3[C:15](=[O:27])[CH2:16][CH2:17][N:18]([C:20]([O:22][C:23]([CH3:26])([CH3:25])[CH3:24])=[O:21])[CH2:19][C@H:13]3[CH2:12]2)=O)=CC=1)([O-])=O.C(=O)([O-])[O-].[K+].[K+].ClCCl. The catalyst is CO. The product is [OH:10][C@@H:11]1[CH2:28][N:14]2[C:15](=[O:27])[CH2:16][CH2:17][N:18]([C:20]([O:22][C:23]([CH3:24])([CH3:25])[CH3:26])=[O:21])[CH2:19][C@H:13]2[CH2:12]1. The yield is 0.646. (8) The reactants are Cl[C:2]1[C:7]([C:8]#[N:9])=[CH:6][CH:5]=[CH:4][N:3]=1.[F:10][C:11]([F:23])([F:22])[O:12][C:13]1[CH:14]=[C:15](B(O)O)[CH:16]=[CH:17][CH:18]=1. No catalyst specified. The product is [F:10][C:11]([F:22])([F:23])[O:12][C:13]1[CH:18]=[C:17]([C:2]2[N:3]=[CH:4][CH:5]=[CH:6][C:7]=2[C:8]#[N:9])[CH:16]=[CH:15][CH:14]=1. The yield is 0.910. (9) The reactants are [Li+].CC([N-]C(C)C)C.[F:9][C:10]1[CH:15]=[CH:14][C:13]([CH3:16])=[CH:12][N:11]=1.[I:17]I. The catalyst is C1COCC1.O. The product is [F:9][C:10]1[C:15]([I:17])=[CH:14][C:13]([CH3:16])=[CH:12][N:11]=1. The yield is 0.500.